This data is from Catalyst prediction with 721,799 reactions and 888 catalyst types from USPTO. The task is: Predict which catalyst facilitates the given reaction. (1) Product: [Cl:35][C:32]1[CH:33]=[C:34]2[NH:6][C:7](=[O:36])[C:8]3([CH:13]([C:14]4[CH:19]=[CH:18][CH:17]=[C:16]([Cl:20])[CH:15]=4)[CH2:12][C:11](=[O:21])[NH:10][CH:9]3[C:22]3[CH:27]=[CH:26][CH:25]=[CH:24][C:23]=3[Cl:28])[C:29]2=[CH:30][CH:31]=1. Reactant: C(OC([N:6]1[C:34]2[C:29](=[CH:30][CH:31]=[C:32]([Cl:35])[CH:33]=2)[C:8]2([CH:13]([C:14]3[CH:19]=[CH:18][CH:17]=[C:16]([Cl:20])[CH:15]=3)[CH2:12][C:11](=[O:21])[NH:10][CH:9]2[C:22]2[CH:27]=[CH:26][CH:25]=[CH:24][C:23]=2[Cl:28])[C:7]1=[O:36])=O)C.[OH-].[Na+]. The catalyst class is: 5. (2) Reactant: [CH2:1]([OH:8])[C:2]#[C:3][C:4]#[C:5][CH2:6][OH:7].[C:9]1([CH3:21])[CH:14]=[CH:13][C:12]([S:15]([N:18]=[C:19]=[O:20])(=[O:17])=[O:16])=[CH:11][CH:10]=1.O. Product: [C:9]1([CH3:21])[CH:10]=[CH:11][C:12]([S:15]([NH:18][C:19]([O:7][CH2:6][CH3:5])=[O:20])(=[O:16])=[O:17])=[CH:13][CH:14]=1.[CH2:1]([OH:8])[C:2]#[C:3][C:4]#[C:5][CH2:6][OH:7]. The catalyst class is: 16. (3) Reactant: [Cl:1][C:2]1[C:7]([Cl:8])=[CH:6][CH:5]=[CH:4][C:3]=1[S:9]([N:12]([C:21]1[C:26]([O:27][CH3:28])=[N:25][C:24](Cl)=[C:23]([Cl:30])[N:22]=1)COCC[Si](C)(C)C)(=[O:11])=[O:10].[C:31]([NH:34][CH2:35][CH2:36][NH2:37])(=[O:33])[CH3:32].C(N(CC)CC)C. Product: [Cl:30][C:23]1[C:24]([NH:37][CH2:36][CH2:35][NH:34][C:31](=[O:33])[CH3:32])=[N:25][C:26]([O:27][CH3:28])=[C:21]([NH:12][S:9]([C:3]2[CH:4]=[CH:5][CH:6]=[C:7]([Cl:8])[C:2]=2[Cl:1])(=[O:10])=[O:11])[N:22]=1. The catalyst class is: 10. (4) Reactant: Cl.[F:2][C@@H:3]1[CH2:7][NH:6][C@H:5]([C:8]([O:10]C)=O)[CH2:4]1.C([N:15](C(C)C)CC)(C)C.ON1C2C=CC=CC=2N=N1.[C:31]([OH:35])(=O)[CH2:32][OH:33].Cl.C(N=C=NCCCN(C)C)C. Product: [F:2][C@@H:3]1[CH2:7][N:6]([C:31](=[O:35])[CH2:32][OH:33])[C@H:5]([C:8]([NH2:15])=[O:10])[CH2:4]1. The catalyst class is: 10.